Dataset: Full USPTO retrosynthesis dataset with 1.9M reactions from patents (1976-2016). Task: Predict the reactants needed to synthesize the given product. (1) Given the product [C:1]1([CH:7]([C:29]2[CH:34]=[CH:33][CH:32]=[CH:31][CH:30]=2)[N:8]2[C:16]3[C:11](=[CH:12][CH:13]=[CH:14][CH:15]=3)[C:10]3([C:17]4=[CH:18][C:19]5[O:23][C:22]([CH3:24])=[N:21][C:20]=5[CH:25]=[C:26]4[O:27][CH2:35]3)[C:9]2=[O:28])[CH:2]=[CH:3][CH:4]=[CH:5][CH:6]=1, predict the reactants needed to synthesize it. The reactants are: [C:1]1([CH:7]([C:29]2[CH:34]=[CH:33][CH:32]=[CH:31][CH:30]=2)[N:8]2[C:16]3[C:11](=[CH:12][CH:13]=[CH:14][CH:15]=3)[CH:10]([C:17]3[C:26]([OH:27])=[CH:25][C:20]4[N:21]=[C:22]([CH3:24])[O:23][C:19]=4[CH:18]=3)[C:9]2=[O:28])[CH:6]=[CH:5][CH:4]=[CH:3][CH:2]=1.[C:35]1(C(C2C=CC=CC=2)N2C3C(=CC=CC=3)C(C3C=C(C)C(OC)=CC=3O)C2=O)C=CC=CC=1. (2) Given the product [Cl:19][C:12]1[CH:11]=[C:10]([N:7]2[C:8]([CH3:9])=[C:4]3[C:5]([C:21]([CH3:22])=[N:24][N:25]=[C:1]3[CH3:2])=[C:6]2[CH3:20])[CH:15]=[CH:14][C:13]=1[O:16][CH2:17][CH3:18], predict the reactants needed to synthesize it. The reactants are: [C:1]([C:4]1[C:5]([C:21](=O)[CH3:22])=[C:6]([CH3:20])[N:7]([C:10]2[CH:15]=[CH:14][C:13]([O:16][CH2:17][CH3:18])=[C:12]([Cl:19])[CH:11]=2)[C:8]=1[CH3:9])(=O)[CH3:2].[NH2:24][NH2:25]. (3) Given the product [ClH:20].[F:1][C:2]1[CH:3]=[C:4]([CH:16]=[C:17]([F:19])[CH:18]=1)[CH2:5][N:6]1[C:14]2[C:9](=[CH:10][C:11]([NH:15][C:21]3[C:30]4[C:25](=[CH:26][CH:27]=[C:28]([C:31]5[O:32][C:33]([CH3:36])=[N:34][N:35]=5)[CH:29]=4)[N:24]=[CH:23][N:22]=3)=[CH:12][CH:13]=2)[CH:8]=[N:7]1, predict the reactants needed to synthesize it. The reactants are: [F:1][C:2]1[CH:3]=[C:4]([CH:16]=[C:17]([F:19])[CH:18]=1)[CH2:5][N:6]1[C:14]2[C:9](=[CH:10][C:11]([NH2:15])=[CH:12][CH:13]=2)[CH:8]=[N:7]1.[Cl:20][C:21]1[C:30]2[C:25](=[CH:26][CH:27]=[C:28]([C:31]3[O:32][C:33]([CH3:36])=[N:34][N:35]=3)[CH:29]=2)[N:24]=[CH:23][N:22]=1.